This data is from Forward reaction prediction with 1.9M reactions from USPTO patents (1976-2016). The task is: Predict the product of the given reaction. (1) Given the reactants Br[C:2]1[CH:7]=[CH:6][C:5]([Br:8])=[CH:4][N:3]=1.C([Li])CCC.O1CCN([C:20](=[O:30])[C@H:21]([O:23][CH:24]2[CH2:29][CH2:28][CH2:27][CH2:26][O:25]2)[CH3:22])CC1, predict the reaction product. The product is: [Br:8][C:5]1[CH:6]=[CH:7][C:2]([C:20](=[O:30])[C@H:21]([O:23][CH:24]2[CH2:29][CH2:28][CH2:27][CH2:26][O:25]2)[CH3:22])=[N:3][CH:4]=1. (2) Given the reactants Br[C:2]1[CH:3]=[C:4]2[CH2:10][CH2:9][NH:8][C:5]2=[N:6][CH:7]=1.[N:11]1[CH:16]=[CH:15][CH:14]=[C:13](B(O)O)[CH:12]=1.C([O-])([O-])=O.[K+].[K+], predict the reaction product. The product is: [N:11]1[CH:16]=[CH:15][CH:14]=[C:13]([C:2]2[CH:3]=[C:4]3[CH2:10][CH2:9][NH:8][C:5]3=[N:6][CH:7]=2)[CH:12]=1. (3) Given the reactants [I:1][C:2]1[CH:3]=[C:4]2[C:9](=[CH:10][CH:11]=1)[NH:8][CH:7]=[N:6][C:5]2=[O:12].[H-].[Na+].Cl[CH2:16][C:17]1[CH:22]=[CH:21][C:20]([O:23][CH3:24])=[CH:19][CH:18]=1.O, predict the reaction product. The product is: [I:1][C:2]1[CH:3]=[C:4]2[C:9](=[CH:10][CH:11]=1)[N:8]=[CH:7][N:6]([CH2:16][C:17]1[CH:22]=[CH:21][C:20]([O:23][CH3:24])=[CH:19][CH:18]=1)[C:5]2=[O:12].